From a dataset of Reaction yield outcomes from USPTO patents with 853,638 reactions. Predict the reaction yield, written as a fraction of the theoretical maximum amount of product (1.0 means a 100% yield; for example, 0.34 means a 34% yield). (1) The reactants are [CH2:1]([C:8]1[N:9]=[C:10]2[C:15]([C:16]([F:19])([F:18])[F:17])=[CH:14][CH:13]=[CH:12][N:11]2[C:20]=1[C:21]1[CH:22]=[C:23]([OH:27])[CH:24]=[CH:25][CH:26]=1)[C:2]1[CH:7]=[CH:6][CH:5]=[CH:4][CH:3]=1.[CH3:28][S:29]([C:32]1[CH:33]=[C:34](B(O)O)[CH:35]=[CH:36][CH:37]=1)(=[O:31])=[O:30].N1C=CC=CC=1. The catalyst is ClCCl.C(O[Cu]OC(=O)C)(=O)C. The product is [CH2:1]([C:8]1[N:9]=[C:10]2[C:15]([C:16]([F:19])([F:18])[F:17])=[CH:14][CH:13]=[CH:12][N:11]2[C:20]=1[C:21]1[CH:26]=[CH:25][CH:24]=[C:23]([O:27][C:36]2[CH:35]=[CH:34][CH:33]=[C:32]([S:29]([CH3:28])(=[O:31])=[O:30])[CH:37]=2)[CH:22]=1)[C:2]1[CH:7]=[CH:6][CH:5]=[CH:4][CH:3]=1. The yield is 0.370. (2) The reactants are [NH2:1][C:2]1[C:7](Br)=[N:6][C:5]([Br:9])=[CH:4][N:3]=1.[NH2:10][CH:11]1[CH2:16][CH2:15][CH2:14][N:13]([C:17]([O:19][C:20]([CH3:23])([CH3:22])[CH3:21])=[O:18])[CH2:12]1. No catalyst specified. The product is [NH2:1][C:2]1[C:7]([NH:10][CH:11]2[CH2:16][CH2:15][CH2:14][N:13]([C:17]([O:19][C:20]([CH3:23])([CH3:22])[CH3:21])=[O:18])[CH2:12]2)=[N:6][C:5]([Br:9])=[CH:4][N:3]=1. The yield is 0.580. (3) The reactants are OO.[CH3:3][O:4][CH2:5][CH2:6][CH2:7][N:8]([CH3:26])[CH2:9][CH2:10][NH:11][C:12]1[N:13]=[N+:14]([O-:25])[C:15]2[CH:24]=[C:23]3[C:19]([CH2:20][CH2:21][CH2:22]3)=[CH:18][C:16]=2[N:17]=1.C(O)(C(F)(F)F)=[O:28]. The catalyst is C(Cl)Cl.N. The product is [O-:25][N+:14]1[C:15]2[CH:24]=[C:23]3[C:19](=[CH:18][C:16]=2[N+:17]([O-:28])=[C:12]([NH:11][CH2:10][CH2:9][N:8]([CH2:7][CH2:6][CH2:5][O:4][CH3:3])[CH3:26])[N:13]=1)[CH2:20][CH2:21][CH2:22]3. The yield is 0.350. (4) The reactants are [Br:1][CH2:2][CH2:3][O:4][C:5]1[CH:10]=[CH:9][C:8]([NH2:11])=[CH:7][C:6]=1[C:12]1[N:13]([CH3:17])[N:14]=[CH:15][CH:16]=1.[CH3:18][O:19][C:20]1[CH:21]=[C:22]([CH:26]=[CH:27][CH:28]=1)[C:23](Cl)=[O:24].C(N(CC)CC)C. The catalyst is C1COCC1. The product is [Br:1][CH2:2][CH2:3][O:4][C:5]1[CH:10]=[CH:9][C:8]([NH:11][C:23](=[O:24])[C:22]2[CH:26]=[CH:27][CH:28]=[C:20]([O:19][CH3:18])[CH:21]=2)=[CH:7][C:6]=1[C:12]1[N:13]([CH3:17])[N:14]=[CH:15][CH:16]=1. The yield is 0.520. (5) The reactants are [CH3:1][N:2]([CH3:36])[CH2:3][CH2:4][N:5]1[C:9]2[CH:10]=[CH:11][C:12]([S:14]([CH2:17][CH:18]3[CH2:23][CH2:22][N:21](C(OC(C)(C)C)=O)[CH2:20][CH2:19]3)(=[O:16])=[O:15])=[CH:13][C:8]=2[N:7]=[C:6]1[CH2:31][C:32]([CH3:35])([CH3:34])[CH3:33].Cl[Si](C)(C)C. The catalyst is CO. The product is [CH3:1][N:2]([CH3:36])[CH2:3][CH2:4][N:5]1[C:9]2[CH:10]=[CH:11][C:12]([S:14]([CH2:17][CH:18]3[CH2:19][CH2:20][NH:21][CH2:22][CH2:23]3)(=[O:16])=[O:15])=[CH:13][C:8]=2[N:7]=[C:6]1[CH2:31][C:32]([CH3:34])([CH3:33])[CH3:35]. The yield is 0.840. (6) The reactants are C([O:5][C:6]([CH:8]1[CH:12]([C:13]2[CH:18]=[CH:17][CH:16]=[C:15]([Cl:19])[C:14]=2[F:20])[C:11]([C:23]2[CH:28]=[CH:27][C:26]([Cl:29])=[CH:25][C:24]=2[F:30])([C:21]#[N:22])[CH:10]([CH2:31][C:32]([CH3:43])([CH3:42])[CH2:33][O:34][Si](C(C)(C)C)(C)C)[NH:9]1)=[O:7])(C)(C)C.[F:44][C:45]([F:50])([F:49])[C:46]([OH:48])=[O:47]. The catalyst is ClCCl. The product is [F:44][C:45]([F:50])([F:49])[C:46]([OH:48])=[O:47].[Cl:19][C:15]1[C:14]([F:20])=[C:13]([CH:12]2[C:11]([C:23]3[CH:28]=[CH:27][C:26]([Cl:29])=[CH:25][C:24]=3[F:30])([C:21]#[N:22])[CH:10]([CH2:31][C:32]([CH3:42])([CH3:43])[CH2:33][O:34][CH3:45])[NH:9][CH:8]2[C:6]([OH:5])=[O:7])[CH:18]=[CH:17][CH:16]=1. The yield is 0.820.